From a dataset of Catalyst prediction with 721,799 reactions and 888 catalyst types from USPTO. Predict which catalyst facilitates the given reaction. (1) Reactant: [N:1]1[C:11]2[C:10](=O)[CH2:9][CH2:8][C:7](=[O:13])[NH:6][C:5]=2[CH:4]=[CH:3][CH:2]=1.Cl.[CH3:15][O:16][C:17]1[CH:22]=[CH:21][C:20]([NH:23]N)=[CH:19][CH:18]=1.C([O-])(=O)C.[Na+]. The catalyst class is: 15. Product: [CH3:15][O:16][C:17]1[CH:18]=[C:19]2[C:20](=[CH:21][CH:22]=1)[NH:23][C:10]1[C:11]3[N:1]=[CH:2][CH:3]=[CH:4][C:5]=3[NH:6][C:7](=[O:13])[CH2:8][C:9]2=1. (2) Product: [Br:6][C:7]1[CH:8]=[N:9][C:10]2[C:15]([CH:16]=1)=[C:14]([Br:24])[CH:13]=[CH:12][CH:11]=2. The catalyst class is: 2. Reactant: OS(O)(=O)=O.[Br:6][C:7]1[CH:8]=[N:9][C:10]2[C:15]([CH:16]=1)=[CH:14][CH:13]=[CH:12][CH:11]=2.C1C(=O)N([Br:24])C(=O)C1. (3) Reactant: [CH2:1]([C:3]1[CH:4]=[N:5][C:6]([N:9]2[CH2:14][CH2:13][CH:12]([N:15]3[C:19]([C:20]([F:23])([F:22])[F:21])=[C:18]([CH2:24]O)[CH:17]=[N:16]3)[CH2:11][CH2:10]2)=[N:7][CH:8]=1)[CH3:2].S(Cl)([Cl:28])=O. Product: [Cl:28][CH2:24][C:18]1[CH:17]=[N:16][N:15]([CH:12]2[CH2:13][CH2:14][N:9]([C:6]3[N:5]=[CH:4][C:3]([CH2:1][CH3:2])=[CH:8][N:7]=3)[CH2:10][CH2:11]2)[C:19]=1[C:20]([F:23])([F:22])[F:21]. The catalyst class is: 4. (4) Reactant: [C:1]([O:4]C=C)(=[O:3])[CH3:2].CN(C=O)C.N1C=C[CH:15]=[CH:14][C:13]=1[C:18]1[CH:23]=[CH:22][CH:21]=[CH:20]N=1.C(O)(C(F)(F)F)=O. Product: [C:1]([O:4][C:13]1[CH:14]=[CH:15][C:22]([CH:21]=[CH2:20])=[CH:23][CH:18]=1)(=[O:3])[CH3:2]. The catalyst class is: 17. (5) Reactant: FC(F)(F)S(OC1C=CC=CC=1CC1CCC2C(=CC=C(OC)C=2)C1)(=O)=O.COC1C=CC(CCN)=CC=1.C[O:40][C:41]1[CH:46]=[CH:45][C:44]([CH2:47][CH2:48][NH:49][C:50]2[CH:55]=[CH:54][CH:53]=[CH:52][C:51]=2[CH2:56][CH:57]2[CH2:66][CH2:65][C:64]3[C:59](=[CH:60][CH:61]=[C:62]([O:67]C)[CH:63]=3)[CH2:58]2)=[CH:43][CH:42]=1.N. Product: [OH:40][C:41]1[CH:42]=[CH:43][C:44]([CH2:47][CH2:48][NH:49][C:50]2[CH:55]=[CH:54][CH:53]=[CH:52][C:51]=2[CH2:56][CH:57]2[CH2:66][CH2:65][C:64]3[CH:63]=[C:62]([OH:67])[CH:61]=[CH:60][C:59]=3[CH2:58]2)=[CH:45][CH:46]=1. The catalyst class is: 201. (6) Reactant: Cl[C:2]1[CH:7]=[C:6]([CH3:8])[C:5]([N+:9]([O-])=O)=[CH:4][N:3]=1.[CH3:12]B1OB(C)OB(C)O1.[C:21](=[O:24])([O-])[O-:22].[K+].[K+].[C:27](OCC)(=O)[CH3:28]. Product: [C:27]([C:2]1[CH:7]=[C:6]2[CH:8]=[C:12]([C:21]([OH:22])=[O:24])[NH:9][C:5]2=[CH:4][N:3]=1)#[CH:28]. The catalyst class is: 755. (7) Reactant: [Br:1][C:2]1[C:3]([O:12][CH3:13])=[N:4][CH:5]=[C:6]([N+:9]([O-:11])=[O:10])[C:7]=1[CH3:8].CO[CH:16](OC)[N:17]([CH3:19])[CH3:18]. Product: [Br:1][C:2]1[C:3]([O:12][CH3:13])=[N:4][CH:5]=[C:6]([N+:9]([O-:11])=[O:10])[C:7]=1/[CH:8]=[CH:16]/[N:17]([CH3:19])[CH3:18]. The catalyst class is: 39.